Dataset: Forward reaction prediction with 1.9M reactions from USPTO patents (1976-2016). Task: Predict the product of the given reaction. Given the reactants [N+:1]([C:4]1[CH:5]=[C:6](C(O)=O)[CH:7]=[C:8]2[C:13]=1[N:12]=[CH:11][CH:10]=[CH:9]2)([O-:3])=[O:2].C1C=CC(P(N=[N+]=[N-])(C2C=CC=CC=2)=[O:24])=CC=1.CC[N:36]([CH2:39]C)CC.[CH3:41][C:42]([OH:45])([CH3:44])[CH3:43], predict the reaction product. The product is: [C:42]([O:45][C:39]([NH:36][C:6]1[CH:7]=[C:8]2[C:13](=[C:4]([N+:1]([O-:3])=[O:2])[CH:5]=1)[N:12]=[CH:11][CH:10]=[CH:9]2)=[O:24])([CH3:44])([CH3:43])[CH3:41].